Dataset: Reaction yield outcomes from USPTO patents with 853,638 reactions. Task: Predict the reaction yield, written as a fraction of the theoretical maximum amount of product (1.0 means a 100% yield; for example, 0.34 means a 34% yield). (1) The reactants are [C:1]([O:5][C:6]([NH:8][C@H:9]([CH3:14])[C:10](OC)=[O:11])=[O:7])([CH3:4])([CH3:3])[CH3:2].[H-].C([Al+]CC(C)C)C(C)C. The catalyst is C(Cl)Cl. The product is [O:11]=[CH:10][C@H:9]([NH:8][C:6](=[O:7])[O:5][C:1]([CH3:4])([CH3:3])[CH3:2])[CH3:14]. The yield is 0.820. (2) The yield is 0.760. The reactants are Cl[C:2]1[C:7]([Cl:8])=[CH:6][CH:5]=[CH:4][N:3]=1.ClCCl.[CH3:12][N:13](C)C=O. The catalyst is C(OCC)(=O)C.[C-]#N.[Zn+2].[C-]#N.[Zn].C1C=CC(P(C2C=CC=CC=2)[C-]2C=CC=C2)=CC=1.C1C=CC(P(C2C=CC=CC=2)[C-]2C=CC=C2)=CC=1.Cl[Pd]Cl.[Fe+2]. The product is [C:12]([C:2]1[C:7]([Cl:8])=[CH:6][CH:5]=[CH:4][N:3]=1)#[N:13]. (3) The reactants are [N:1]1[C:11]2[C:6](=[CH:7][CH:8]=[CH:9][CH:10]=2)[C:4]([CH3:5])=[CH:3][CH:2]=1.[CH2:12]([Br:19])[C:13]1[CH:18]=[CH:17][CH:16]=[CH:15][CH:14]=1.C(OCC)(=O)C. The catalyst is C(#N)C. The product is [Br-:19].[CH2:12]([N+:1]1[C:11]2[C:6](=[CH:7][CH:8]=[CH:9][CH:10]=2)[C:4]([CH3:5])=[CH:3][CH:2]=1)[C:13]1[CH:18]=[CH:17][CH:16]=[CH:15][CH:14]=1. The yield is 0.969.